This data is from Forward reaction prediction with 1.9M reactions from USPTO patents (1976-2016). The task is: Predict the product of the given reaction. (1) The product is: [CH2:1]([CH:3]1[CH:8]([CH3:9])[CH:7]([CH2:10][O:11][Si:12]([CH3:15])([CH3:14])[CH3:13])[CH2:6][C:5]([C:17]2[CH:22]=[CH:21][C:20]([O:23][CH3:24])=[CH:19][CH:18]=2)([OH:16])[CH:4]1[C:17]1[CH:18]=[CH:19][C:20]([O:23][C:24]2[CH:29]=[CH:28][CH:27]=[CH:26][CH:25]=2)=[CH:21][CH:22]=1)[CH3:2]. Given the reactants [CH2:1]([CH:3]1[CH:8]([CH3:9])[CH:7]([CH2:10][O:11][Si:12]([CH3:15])([CH3:14])[CH3:13])[CH2:6][C:5](=[O:16])[CH:4]1[C:17]1[CH:22]=[CH:21][C:20]([O:23][C:24]2[CH:29]=[CH:28][CH:27]=[CH:26][CH:25]=2)=[CH:19][CH:18]=1)[CH3:2], predict the reaction product. (2) Given the reactants [NH2:1][CH2:2][CH:3]([C:5]([OH:7])=[O:6])[OH:4].[C:8]([O:12][C:13](O[C:13]([O:12][C:8]([CH3:11])([CH3:10])[CH3:9])=[O:14])=[O:14])([CH3:11])([CH3:10])[CH3:9].CN(C)CCN, predict the reaction product. The product is: [C:8]([O:12][C:13]([NH:1][CH2:2][CH:3]([C:5]([OH:7])=[O:6])[OH:4])=[O:14])([CH3:11])([CH3:10])[CH3:9]. (3) Given the reactants [C:1]1([C:11]23[CH2:16][CH:15]2[CH:14]([OH:17])[CH2:13][CH2:12]3)[C:10]2[C:5](=[CH:6][CH:7]=[CH:8][CH:9]=2)[CH:4]=[CH:3][CH:2]=1.N1C=CC=CC=1.CC(OI1(OC(C)=O)(OC(C)=O)OC(=O)C2C=CC=CC1=2)=O, predict the reaction product. The product is: [C:1]1([C:11]23[CH2:16][CH:15]2[C:14](=[O:17])[CH2:13][CH2:12]3)[C:10]2[C:5](=[CH:6][CH:7]=[CH:8][CH:9]=2)[CH:4]=[CH:3][CH:2]=1. (4) The product is: [Cl:8][C:4]1[CH:5]=[CH:6][CH:7]=[C:2]([Cl:1])[C:3]=1[C:9]1[S:10][C:11]2[C:38]([NH:23][C:22]([CH:21]3[CH2:25][CH2:26]3)=[O:37])=[N:39][CH:40]=[CH:14][C:12]=2[N:13]=1. Given the reactants [Cl:1][C:2]1[CH:7]=[CH:6][CH:5]=[C:4]([Cl:8])[C:3]=1[C:9]1[S:10][CH:11]=[C:12]([C:14](OCC)=O)[N:13]=1.ClC1C=C[CH:26]=[C:25](Cl)[C:21]=1[C:22](=S)[NH2:23].BrCC(=O)C([O-])=O.[OH2:37].[CH3:38][N:39](C=O)[CH3:40], predict the reaction product. (5) Given the reactants Br[C:2]1[CH:3]=[C:4]([CH:8]([NH:14][C:15]([C@@H:17]2[CH2:22][CH2:21][CH2:20][N:19]([C:23](=[O:39])[CH2:24][CH2:25][CH:26]3[CH2:31][CH2:30][N:29]([C:32]([O:34][C:35]([CH3:38])([CH3:37])[CH3:36])=[O:33])[CH2:28][CH2:27]3)[CH2:18]2)=[O:16])[CH2:9][C:10]([O:12][CH3:13])=[O:11])[CH:5]=[N:6][CH:7]=1.[OH:40][C:41]1[CH:42]=[C:43](B(O)O)[CH:44]=[CH:45][CH:46]=1.[F-].[K+], predict the reaction product. The product is: [OH:40][C:41]1[CH:46]=[C:45]([C:2]2[CH:3]=[C:4]([CH:8]([NH:14][C:15]([C@@H:17]3[CH2:22][CH2:21][CH2:20][N:19]([C:23](=[O:39])[CH2:24][CH2:25][CH:26]4[CH2:27][CH2:28][N:29]([C:32]([O:34][C:35]([CH3:37])([CH3:36])[CH3:38])=[O:33])[CH2:30][CH2:31]4)[CH2:18]3)=[O:16])[CH2:9][C:10]([O:12][CH3:13])=[O:11])[CH:5]=[N:6][CH:7]=2)[CH:44]=[CH:43][CH:42]=1. (6) The product is: [C:1]([NH:7][C:8]1[N:9]=[C:10]([C:33]2[N:32]=[CH:31][NH:30][N:29]=2)[C:11]2[CH:17]=[C:16]([C:18]3[CH:23]=[CH:22][C:21]([O:24][CH3:25])=[C:20]([O:26][CH3:27])[CH:19]=3)[CH:15]=[N:14][C:12]=2[N:13]=1)(=[O:6])[C:2]([CH3:3])([CH3:4])[CH3:5]. Given the reactants [C:1]([NH:7][C:8]1[NH:9][C:10](=O)[C:11]2[CH:17]=[C:16]([C:18]3[CH:23]=[CH:22][C:21]([O:24][CH3:25])=[C:20]([O:26][CH3:27])[CH:19]=3)[CH:15]=[N:14][C:12]=2[N:13]=1)(=[O:6])[C:2]([CH3:5])([CH3:4])[CH3:3].[NH:29]1[CH:33]=[N:32][CH:31]=[N:30]1.C(N(CC)CC)C.O=P(Cl)(Cl)Cl, predict the reaction product. (7) Given the reactants [F:1][C:2]1[CH:3]=[C:4]([CH:13]([CH3:19])[C:14]([O:16]CC)=O)[CH:5]=[CH:6][C:7]=1[NH:8][S:9]([CH3:12])(=[O:11])=[O:10].[OH-].[Li+].Cl.[CH2:23]1COC[CH2:24]1, predict the reaction product. The product is: [F:1][C:2]1[CH:3]=[C:4]([CH:13]([C:14]([CH2:23][CH3:24])=[O:16])[CH3:19])[CH:5]=[CH:6][C:7]=1[NH:8][S:9]([CH3:12])(=[O:10])=[O:11].